This data is from Full USPTO retrosynthesis dataset with 1.9M reactions from patents (1976-2016). The task is: Predict the reactants needed to synthesize the given product. (1) Given the product [Br-:7].[CH2:8]([N+:4]1[CH:5]=[CH:6][N:2]([CH3:1])[CH:3]=1)[CH2:9][CH2:10][CH2:11][CH2:12][CH2:13][CH2:14][CH3:15], predict the reactants needed to synthesize it. The reactants are: [CH3:1][N:2]1[CH:6]=[CH:5][N:4]=[CH:3]1.[Br:7][CH2:8][CH2:9][CH2:10][CH2:11][CH2:12][CH2:13][CH2:14][CH3:15]. (2) Given the product [CH:6]1([O:8][CH2:9][CH:10]2[CH2:15][CH2:14][N:13]([C:16]([O:18][C:19]([CH3:22])([CH3:21])[CH3:20])=[O:17])[CH2:12][CH2:11]2)[CH2:1][CH2:7]1, predict the reactants needed to synthesize it. The reactants are: [CH2:1]([Zn]CC)C.[CH:6]([O:8][CH2:9][CH:10]1[CH2:15][CH2:14][N:13]([C:16]([O:18][C:19]([CH3:22])([CH3:21])[CH3:20])=[O:17])[CH2:12][CH2:11]1)=[CH2:7].ClCI.[Cl-].[NH4+]. (3) The reactants are: Cl[C:2]1[C:7]([C:8]([F:11])([F:10])[F:9])=[CH:6][N:5]=[C:4]([NH:12][C:13]2[CH:18]=[CH:17][C:16]([P:19]([CH3:22])([CH3:21])=[O:20])=[CH:15][CH:14]=2)[N:3]=1.C(N(CC)CC)C.[NH2:30][CH2:31][CH2:32][C:33]1[CH:38]=[CH:37][C:36]([S:39]([NH2:42])(=[O:41])=[O:40])=[CH:35][CH:34]=1. Given the product [CH3:21][P:19]([C:16]1[CH:17]=[CH:18][C:13]([NH:12][C:4]2[N:3]=[C:2]([NH:30][CH2:31][CH2:32][C:33]3[CH:34]=[CH:35][C:36]([S:39]([NH2:42])(=[O:40])=[O:41])=[CH:37][CH:38]=3)[C:7]([C:8]([F:11])([F:10])[F:9])=[CH:6][N:5]=2)=[CH:14][CH:15]=1)([CH3:22])=[O:20], predict the reactants needed to synthesize it.